From a dataset of NCI-60 drug combinations with 297,098 pairs across 59 cell lines. Regression. Given two drug SMILES strings and cell line genomic features, predict the synergy score measuring deviation from expected non-interaction effect. (1) Drug 1: C1=CC=C(C=C1)NC(=O)CCCCCCC(=O)NO. Drug 2: C(=O)(N)NO. Cell line: MCF7. Synergy scores: CSS=16.2, Synergy_ZIP=-5.76, Synergy_Bliss=1.15, Synergy_Loewe=-11.7, Synergy_HSA=0.705. (2) Drug 1: CCCS(=O)(=O)NC1=C(C(=C(C=C1)F)C(=O)C2=CNC3=C2C=C(C=N3)C4=CC=C(C=C4)Cl)F. Drug 2: C(CCl)NC(=O)N(CCCl)N=O. Cell line: SF-539. Synergy scores: CSS=0.732, Synergy_ZIP=-1.58, Synergy_Bliss=-2.18, Synergy_Loewe=-2.87, Synergy_HSA=-2.71. (3) Drug 1: C1CN1C2=NC(=NC(=N2)N3CC3)N4CC4. Drug 2: CC1C(C(CC(O1)OC2CC(CC3=C2C(=C4C(=C3O)C(=O)C5=CC=CC=C5C4=O)O)(C(=O)C)O)N)O. Synergy scores: CSS=63.4, Synergy_ZIP=-5.00, Synergy_Bliss=-3.00, Synergy_Loewe=-1.84, Synergy_HSA=1.15. Cell line: SK-MEL-28. (4) Drug 1: CC(CN1CC(=O)NC(=O)C1)N2CC(=O)NC(=O)C2. Drug 2: CC1=CC2C(CCC3(C2CCC3(C(=O)C)OC(=O)C)C)C4(C1=CC(=O)CC4)C. Cell line: SK-MEL-5. Synergy scores: CSS=15.2, Synergy_ZIP=-0.892, Synergy_Bliss=8.94, Synergy_Loewe=-6.87, Synergy_HSA=-0.0786. (5) Drug 1: CC12CCC3C(C1CCC2OP(=O)(O)O)CCC4=C3C=CC(=C4)OC(=O)N(CCCl)CCCl.[Na+]. Drug 2: CC1C(C(CC(O1)OC2CC(CC3=C2C(=C4C(=C3O)C(=O)C5=C(C4=O)C(=CC=C5)OC)O)(C(=O)CO)O)N)O.Cl. Cell line: M14. Synergy scores: CSS=59.5, Synergy_ZIP=6.26, Synergy_Bliss=8.66, Synergy_Loewe=-17.1, Synergy_HSA=9.32. (6) Drug 1: CN(CCCl)CCCl.Cl. Drug 2: CCN(CC)CCCC(C)NC1=C2C=C(C=CC2=NC3=C1C=CC(=C3)Cl)OC. Cell line: HL-60(TB). Synergy scores: CSS=78.1, Synergy_ZIP=-2.14, Synergy_Bliss=-1.49, Synergy_Loewe=-4.68, Synergy_HSA=1.91. (7) Cell line: NCI-H522. Drug 2: CC(C)(C#N)C1=CC(=CC(=C1)CN2C=NC=N2)C(C)(C)C#N. Drug 1: CC(C1=C(C=CC(=C1Cl)F)Cl)OC2=C(N=CC(=C2)C3=CN(N=C3)C4CCNCC4)N. Synergy scores: CSS=8.59, Synergy_ZIP=-2.56, Synergy_Bliss=1.09, Synergy_Loewe=1.21, Synergy_HSA=1.21.